From a dataset of Forward reaction prediction with 1.9M reactions from USPTO patents (1976-2016). Predict the product of the given reaction. Given the reactants [Br:1][C:2]1[CH:11]=[CH:10][C:9]2[C:4](=[C:5]([N+:12]([O-])=O)[CH:6]=[CH:7][CH:8]=2)[CH:3]=1, predict the reaction product. The product is: [NH2:12][C:5]1[CH:6]=[CH:7][CH:8]=[C:9]2[C:4]=1[CH:3]=[C:2]([Br:1])[CH:11]=[CH:10]2.